Dataset: Forward reaction prediction with 1.9M reactions from USPTO patents (1976-2016). Task: Predict the product of the given reaction. (1) Given the reactants [CH3:1][O:2][C:3]1[N:8]=[CH:7][C:6]([N:9]2[C:13]([C:14]3[CH:19]=[CH:18][CH:17]=[CH:16][N:15]=3)=[CH:12][C:11]([C:20]([OH:22])=O)=[N:10]2)=[CH:5][CH:4]=1.[NH2:23][C:24]1[CH:29]=[CH:28][CH:27]=[CH:26][CH:25]=1, predict the reaction product. The product is: [C:24]1([NH:23][C:20]([C:11]2[CH:12]=[C:13]([C:14]3[CH:19]=[CH:18][CH:17]=[CH:16][N:15]=3)[N:9]([C:6]3[CH:7]=[N:8][C:3]([O:2][CH3:1])=[CH:4][CH:5]=3)[N:10]=2)=[O:22])[CH:29]=[CH:28][CH:27]=[CH:26][CH:25]=1. (2) Given the reactants [O:1]=[C:2]([CH:9]1[CH2:14][CH2:13][O:12][CH2:11][CH2:10]1)[CH2:3][C:4]([O:6][CH2:7][CH3:8])=[O:5].S(Cl)([Cl:18])(=O)=O, predict the reaction product. The product is: [Cl:18][CH:3]([C:2](=[O:1])[CH:9]1[CH2:14][CH2:13][O:12][CH2:11][CH2:10]1)[C:4]([O:6][CH2:7][CH3:8])=[O:5]. (3) Given the reactants Cl.[Cl:2][C:3]1[C:12]2[C:11](=[O:13])[NH:10][C@H:9]3[CH2:14][NH:15][CH2:16][C@@H:8]3[C:7]=2[CH:6]=[C:5]([CH2:17][CH3:18])[CH:4]=1, predict the reaction product. The product is: [ClH:2].[CH2:17]([C:5]1[CH:4]=[CH:3][C:12]2[C:11](=[O:13])[NH:10][C@H:9]3[CH2:14][NH:15][CH2:16][C@@H:8]3[C:7]=2[CH:6]=1)[CH3:18]. (4) Given the reactants [N:1]1([C:6]([NH:8][C:9]2[NH:10][C:11]([CH3:16])=[CH:12][C:13](=[O:15])[N:14]=2)=[O:7])[CH:5]=[CH:4]N=C1.[Br-:17].[Br-].NCC[CH2:22][N+:23]([CH2:34][CH2:35][CH2:36][NH2:37])([CH3:33])[CH2:24][CH2:25][CH2:26][CH2:27][CH2:28][N+:29]([CH3:32])([CH3:31])[CH3:30].C([N:41]([CH:44]([CH3:46])[CH3:45])[CH2:42]C)(C)C, predict the reaction product. The product is: [Br-:17].[Br-:17].[CH3:32][N+:29]([CH3:30])([CH3:31])[CH2:28][CH2:27][CH2:26][CH2:25][CH2:24][N+:23]([CH3:22])([CH2:33][CH2:4][CH2:5][NH:1][C:6]([NH:8][C:9]1[NH:10][C:11]([CH3:16])=[CH:12][C:13](=[O:15])[N:14]=1)=[O:7])[CH2:34][CH2:35][CH2:36][NH:37][C:6]([NH:1][C:42]1[NH:41][C:44]([CH3:45])=[CH:46][C:13](=[O:15])[N:14]=1)=[O:7]. (5) Given the reactants [C:1]([C:3]1[CH:4]=[C:5]([CH2:9][C:10]([CH3:12])=[O:11])[CH:6]=[CH:7][CH:8]=1)#[N:2].[CH:13]1(Br)[CH2:16][CH2:15][CH2:14]1.[C:18](=O)([O-])[O-].[Cs+].[Cs+], predict the reaction product. The product is: [C:1]([C:3]1[CH:4]=[C:5]([CH:9]([CH2:18][CH:13]2[CH2:16][CH2:15][CH2:14]2)[C:10](=[O:11])[CH3:12])[CH:6]=[CH:7][CH:8]=1)#[N:2]. (6) Given the reactants [N:1]12[CH2:9][CH2:8][CH:5]([CH2:6][CH2:7]1)[N:4]([C:10]1[N:15]=[CH:14][C:13]([NH2:16])=[CH:12][N:11]=1)[CH2:3][CH2:2]2.[C:17]1([CH2:23][C:24]([Cl:26])=[O:25])[CH:22]=[CH:21][CH:20]=[CH:19][CH:18]=1.C(OCC)C.Cl, predict the reaction product. The product is: [ClH:26].[N:1]12[CH2:7][CH2:6][CH:5]([CH2:8][CH2:9]1)[N:4]([C:10]1[N:15]=[CH:14][C:13]([NH:16][C:24](=[O:25])[CH2:23][C:17]3[CH:22]=[CH:21][CH:20]=[CH:19][CH:18]=3)=[CH:12][N:11]=1)[CH2:3][CH2:2]2.